Dataset: Reaction yield outcomes from USPTO patents with 853,638 reactions. Task: Predict the reaction yield, written as a fraction of the theoretical maximum amount of product (1.0 means a 100% yield; for example, 0.34 means a 34% yield). (1) The reactants are [CH2:1]([C:3]1[CH:17]=[CH:16][C:6]([O:7][C:8]2[CH:14]=[CH:13][C:11]([NH2:12])=[CH:10][C:9]=2[F:15])=[C:5]([O:18][CH3:19])[CH:4]=1)[CH3:2].[CH2:20]([O:22][C:23](Cl)=[O:24])[CH3:21].[NH4+].[Cl-]. The catalyst is C1COCC1.C([O-])(O)=O.[Na+]. The product is [CH2:20]([O:22][C:23](=[O:24])[NH:12][C:11]1[CH:13]=[CH:14][C:8]([O:7][C:6]2[CH:16]=[CH:17][C:3]([CH2:1][CH3:2])=[CH:4][C:5]=2[O:18][CH3:19])=[C:9]([F:15])[CH:10]=1)[CH3:21]. The yield is 0.560. (2) The reactants are [OH:1][C:2]1[CH:7]=[CH:6][C:5]([C:8]2[N:12]([CH2:13][C:14]3[CH:19]=[CH:18][C:17]([C:20]([N:22]4[CH2:26][CH2:25][CH2:24][CH2:23]4)=[O:21])=[CH:16][CH:15]=3)[N:11]=[CH:10][CH:9]=2)=[CH:4][CH:3]=1.Br[CH2:28][CH:29]1[CH2:31][O:30]1.C([O-])([O-])=O.[K+].[K+]. The catalyst is CC(=O)CC. The product is [O:30]1[CH2:31][CH:29]1[CH2:28][O:1][C:2]1[CH:7]=[CH:6][C:5]([C:8]2[N:12]([CH2:13][C:14]3[CH:19]=[CH:18][C:17]([C:20]([N:22]4[CH2:26][CH2:25][CH2:24][CH2:23]4)=[O:21])=[CH:16][CH:15]=3)[N:11]=[CH:10][CH:9]=2)=[CH:4][CH:3]=1. The yield is 0.980.